Dataset: Reaction yield outcomes from USPTO patents with 853,638 reactions. Task: Predict the reaction yield, written as a fraction of the theoretical maximum amount of product (1.0 means a 100% yield; for example, 0.34 means a 34% yield). (1) The reactants are Br[C:2]1[C:3]([N:22]([CH3:27])[S:23]([CH3:26])(=[O:25])=[O:24])=[CH:4][C:5]2[O:9][C:8]([C:10]3[CH:15]=[CH:14][C:13]([F:16])=[CH:12][CH:11]=3)=[C:7]([C:17]([NH:19][CH3:20])=[O:18])[C:6]=2[CH:21]=1.[OH:28][C:29]1[CH:34]=[CH:33][C:32](B(O)O)=[CH:31][CH:30]=1. The catalyst is CN(C=O)C.C1C=CC(P(C2C=CC=CC=2)[C-]2C=CC=C2)=CC=1.C1C=CC(P(C2C=CC=CC=2)[C-]2C=CC=C2)=CC=1.Cl[Pd]Cl.[Fe+2]. The product is [F:16][C:13]1[CH:14]=[CH:15][C:10]([C:8]2[O:9][C:5]3[CH:4]=[C:3]([N:22]([CH3:27])[S:23]([CH3:26])(=[O:25])=[O:24])[C:2]([C:32]4[CH:33]=[CH:34][C:29]([OH:28])=[CH:30][CH:31]=4)=[CH:21][C:6]=3[C:7]=2[C:17]([NH:19][CH3:20])=[O:18])=[CH:11][CH:12]=1. The yield is 0.155. (2) The catalyst is CN(C=O)C.O.C1C=CC([P]([Pd]([P](C2C=CC=CC=2)(C2C=CC=CC=2)C2C=CC=CC=2)([P](C2C=CC=CC=2)(C2C=CC=CC=2)C2C=CC=CC=2)[P](C2C=CC=CC=2)(C2C=CC=CC=2)C2C=CC=CC=2)(C2C=CC=CC=2)C2C=CC=CC=2)=CC=1. The reactants are [NH2:1][C:2]1[C:7]2=[C:8]([C:12]([NH:14][C@H:15]3[CH2:20][CH2:19][C@H:18]([OH:21])[CH2:17][CH2:16]3)=[O:13])[CH:9]=[C:10](Br)[N:6]2[N:5]=[CH:4][N:3]=1.[F:22][C:23]1[CH:28]=[C:27](B(O)O)[CH:26]=[CH:25][N:24]=1.C(=O)([O-])[O-].[K+].[K+].CCOCC. The product is [NH2:1][C:2]1[C:7]2=[C:8]([C:12]([NH:14][C@H:15]3[CH2:20][CH2:19][C@H:18]([OH:21])[CH2:17][CH2:16]3)=[O:13])[CH:9]=[C:10]([C:27]3[CH:26]=[CH:25][N:24]=[C:23]([F:22])[CH:28]=3)[N:6]2[N:5]=[CH:4][N:3]=1. The yield is 0.180. (3) The reactants are [O:1]=[C:2]1[CH2:6][CH2:5][CH:4]([C:7]([OH:9])=[O:8])[CH2:3]1.C([O-])([O-])=O.[K+].[K+].[CH2:16](Br)[C:17]1[CH:22]=[CH:21][CH:20]=[CH:19][CH:18]=1.O. The catalyst is CN(C=O)C. The product is [O:1]=[C:2]1[CH2:6][CH2:5][CH:4]([C:7]([O:9][CH2:16][C:17]2[CH:22]=[CH:21][CH:20]=[CH:19][CH:18]=2)=[O:8])[CH2:3]1. The yield is 0.780. (4) The reactants are [Cl:1][C:2]1[CH:15]=[CH:14][C:13]2[C:4](=[C:5]([CH3:16])[N:6]=[C:7]3[C:12]=2[CH:11]=[CH:10][CH:9]=[CH:8]3)[CH:3]=1.[BH4-].[Na+].FC(F)(F)C(O)=O.C1C=CC2C3C=CC=CC=3NCC=2C=1.C(N(CC)CC)C.[CH3:47][O:48][C:49]1[CH:54]=[CH:53][C:52]([S:55](Cl)(=[O:57])=[O:56])=[CH:51][CH:50]=1. The catalyst is O1CCCC1.ClCCl. The product is [Cl:1][C:2]1[CH:3]=[C:4]2[C:13](=[CH:14][CH:15]=1)[C:12]1[CH:11]=[CH:10][CH:9]=[CH:8][C:7]=1[N:6]([S:55]([C:52]1[CH:51]=[CH:50][C:49]([O:48][CH3:47])=[CH:54][CH:53]=1)(=[O:57])=[O:56])[CH:5]2[CH3:16]. The yield is 0.590.